Predict the reactants needed to synthesize the given product. From a dataset of Full USPTO retrosynthesis dataset with 1.9M reactions from patents (1976-2016). Given the product [C:1]1([C:7]2[N:8]=[C:9]([CH2:12][OH:13])[S:10][CH:11]=2)[CH:2]=[CH:3][CH:4]=[CH:5][CH:6]=1, predict the reactants needed to synthesize it. The reactants are: [C:1]1([C:7]2[N:8]=[C:9]([C:12](OCC)=[O:13])[S:10][CH:11]=2)[CH:6]=[CH:5][CH:4]=[CH:3][CH:2]=1.[H-].[H-].[H-].[H-].[Li+].[Al+3].